This data is from Catalyst prediction with 721,799 reactions and 888 catalyst types from USPTO. The task is: Predict which catalyst facilitates the given reaction. (1) Reactant: [CH3:1][O:2][C:3]1[CH:4]=[C:5]2[C:10](=[CH:11][C:12]=1[O:13][CH3:14])[N:9]=[CH:8][CH:7]=[C:6]2[O:15][C:16]1[CH:22]=[CH:21][C:19]([NH2:20])=[C:18]([CH3:23])[C:17]=1[CH3:24].Cl[C:26](Cl)([O:28]C(=O)OC(Cl)(Cl)Cl)Cl.[CH3:37][CH:38]([OH:44])[CH2:39][CH2:40][CH2:41][CH2:42][CH3:43].C(=O)(O)[O-].[Na+]. Product: [CH3:1][O:2][C:3]1[CH:4]=[C:5]2[C:10](=[CH:11][C:12]=1[O:13][CH3:14])[N:9]=[CH:8][CH:7]=[C:6]2[O:15][C:16]1[CH:22]=[CH:21][C:19]([NH:20][C:26](=[O:28])[O:44][CH:38]([CH3:37])[CH2:39][CH2:40][CH2:41][CH2:42][CH3:43])=[C:18]([CH3:23])[C:17]=1[CH3:24]. The catalyst class is: 208. (2) Reactant: [F:1][C:2]1[C:3]([CH:14]=O)=[CH:4][C:5]2[C:9]([CH3:11])([CH3:10])[O:8][B:7]([OH:12])[C:6]=2[CH:13]=1.[NH2:16][OH:17].Cl.CC([O-])=O.[Na+]. Product: [F:1][C:2]1[C:3]([CH:14]=[N:16][OH:17])=[CH:4][C:5]2[C:9]([CH3:11])([CH3:10])[O:8][B:7]([OH:12])[C:6]=2[CH:13]=1. The catalyst class is: 20.